This data is from Full USPTO retrosynthesis dataset with 1.9M reactions from patents (1976-2016). The task is: Predict the reactants needed to synthesize the given product. Given the product [F:26][C:16]1[CH:17]=[C:12]2[O:11][C:10]([N:4]3[CH:5]4[CH2:8][CH2:9][N:1]([CH2:7][CH2:6]4)[CH2:2][CH2:3]3)=[N:20][C:13]2=[N:14][C:15]=1[CH3:19], predict the reactants needed to synthesize it. The reactants are: [N:1]12[CH2:9][CH2:8][CH:5]([CH2:6][CH2:7]1)[N:4]([C:10]1[O:11][C:12]3[C:13]([N:20]=1)=[N:14][C:15]([CH3:19])=[C:16](N)[CH:17]=3)[CH2:3][CH2:2]2.N([O-])=O.[Na+].[H+].[F:26][P-](F)(F)(F)(F)F.